From a dataset of Catalyst prediction with 721,799 reactions and 888 catalyst types from USPTO. Predict which catalyst facilitates the given reaction. (1) Reactant: Br[C:2]1[CH:11]=[CH:10][C:9]2[C:4](=[CH:5][CH:6]=[C:7]([Cl:12])[CH:8]=2)[C:3]=1[CH:13]=[O:14].[CH3:15][Sn](C)(C)C. Product: [CH3:15][C:2]1[CH:11]=[CH:10][C:9]2[C:4](=[CH:5][CH:6]=[C:7]([Cl:12])[CH:8]=2)[C:3]=1[CH:13]=[O:14]. The catalyst class is: 206. (2) Reactant: [Br:1][C:2]1[C:3]([CH:10]=[N:11][S@:12]([C:14]([CH3:17])([CH3:16])[CH3:15])=[O:13])=[N:4][C:5]([S:8][CH3:9])=[N:6][CH:7]=1.[F:18][C:19]1[CH:20]=[C:21]([CH:25]=[C:26]([F:28])[CH:27]=1)[CH2:22][Mg]Br.[NH4+].[Cl-]. Product: [Br:1][C:2]1[C:3]([C@H:10]([NH:11][S@:12]([C:14]([CH3:17])([CH3:16])[CH3:15])=[O:13])[CH2:22][C:21]2[CH:20]=[C:19]([F:18])[CH:27]=[C:26]([F:28])[CH:25]=2)=[N:4][C:5]([S:8][CH3:9])=[N:6][CH:7]=1.[Br:1][C:2]1[C:3]([C@@H:10]([NH:11][S@:12]([C:14]([CH3:17])([CH3:16])[CH3:15])=[O:13])[CH2:22][C:21]2[CH:20]=[C:19]([F:18])[CH:27]=[C:26]([F:28])[CH:25]=2)=[N:4][C:5]([S:8][CH3:9])=[N:6][CH:7]=1. The catalyst class is: 1.